This data is from Catalyst prediction with 721,799 reactions and 888 catalyst types from USPTO. The task is: Predict which catalyst facilitates the given reaction. Reactant: Br[C:2]1[CH:3]=[C:4]([C:8]2([C:11]([O:13][CH2:14][CH3:15])=[O:12])[CH2:10][CH2:9]2)[CH:5]=[CH:6][CH:7]=1.[C:16]([O:20][CH2:21][CH3:22])(=[O:19])[CH:17]=[CH2:18].C1(C)C=CC=CC=1P(C1C=CC=CC=1C)C1C=CC=CC=1C. Product: [CH2:21]([O:20][C:16](=[O:19])/[CH:17]=[CH:18]/[C:2]1[CH:3]=[C:4]([C:8]2([C:11]([O:13][CH2:14][CH3:15])=[O:12])[CH2:10][CH2:9]2)[CH:5]=[CH:6][CH:7]=1)[CH3:22]. The catalyst class is: 524.